Dataset: Reaction yield outcomes from USPTO patents with 853,638 reactions. Task: Predict the reaction yield, written as a fraction of the theoretical maximum amount of product (1.0 means a 100% yield; for example, 0.34 means a 34% yield). The reactants are [Cl:1][C:2]1[C:12]([N:13]2[CH2:18][CH2:17][O:16][CH2:15][CH2:14]2)=[N:11][C:10]2[O:9][CH2:8][CH2:7][N:6](C(OC(C)(C)C)=O)[CH2:5][C:4]=2[CH:3]=1.[BrH:26].C(O)C. The catalyst is C(O)C. The product is [BrH:26].[Cl:1][C:2]1[C:12]([N:13]2[CH2:14][CH2:15][O:16][CH2:17][CH2:18]2)=[N:11][C:10]2[O:9][CH2:8][CH2:7][NH:6][CH2:5][C:4]=2[CH:3]=1. The yield is 0.250.